This data is from Full USPTO retrosynthesis dataset with 1.9M reactions from patents (1976-2016). The task is: Predict the reactants needed to synthesize the given product. (1) Given the product [CH2:18]([O:17][C:15]([C:9]1([O:8][Si:1]([C:4]([CH3:5])([CH3:6])[CH3:7])([CH3:2])[CH3:3])[CH2:11][CH:10]1[NH:22][C:26]([O:53][CH2:46][C:47]1[CH:52]=[CH:51][CH:50]=[CH:49][CH:48]=1)=[O:36])=[O:16])[CH3:19], predict the reactants needed to synthesize it. The reactants are: [Si:1]([O:8][C:9]1([C:15]([O:17][CH2:18][CH3:19])=[O:16])[CH2:11][CH:10]1C(O)=O)([C:4]([CH3:7])([CH3:6])[CH3:5])([CH3:3])[CH3:2].CC[N:22]([CH:26](C)C)C(C)C.C1C=CC(P(N=[N+]=[N-])(C2C=CC=CC=2)=[O:36])=CC=1.[CH2:46]([OH:53])[C:47]1[CH:52]=[CH:51][CH:50]=[CH:49][CH:48]=1. (2) Given the product [OH:31][C@@H:29]1[C@H:30]([CH2:70][CH:71]=[CH:8][CH2:7][CH2:6][CH2:5][C:2]([OH:4])=[O:3])[C@@H:45](/[CH:44]=[CH:43]/[C@@H:42]([O:61][CH:62]2[CH2:67][CH2:66][CH2:65][CH2:64][O:63]2)[CH2:41][CH2:40][C:34]2[CH:35]=[CH:36][CH:37]=[CH:38][CH:39]=2)[C@H:46]([O:54][CH:55]2[CH2:60][CH2:59][CH2:58][CH2:57][O:56]2)[CH2:32]1, predict the reactants needed to synthesize it. The reactants are: [Br-].[C:2]([CH2:5][CH2:6][CH2:7][CH2:8][P+](C1C=CC=CC=1)(C1C=CC=CC=1)C1C=CC=CC=1)([OH:4])=[O:3].C[C:29]([CH3:32])([O-:31])[CH3:30].[K+].[C:34]1([CH2:40][CH2:41][C@H:42]([O:61][CH:62]2[CH2:67][CH2:66][CH2:65][CH2:64][O:63]2)/[CH:43]=[CH:44]/[C@@H:45]2[C@@H]3[C@@H](OC(O)C3)C[C@H:46]2[O:54][CH:55]2[CH2:60][CH2:59][CH2:58][CH2:57][O:56]2)[CH:39]=[CH:38][CH:37]=[CH:36][CH:35]=1.[Cl-].[NH4+].[CH2:70]1COC[CH2:71]1. (3) Given the product [Br:1][C:2]1[CH:7]=[CH:6][C:5]([C:8]2[N:19]([CH2:20][C@@H:21]3[CH2:25][CH2:24][N:23]([C:26]([CH:28]4[CH2:30][CH2:29]4)=[O:27])[CH2:22]3)[C:17](=[O:18])[C:12]3[CH:13]=[N:14][N:15]([CH3:16])[C:11]=3[N:10]=2)=[CH:4][CH:3]=1, predict the reactants needed to synthesize it. The reactants are: [Br:1][C:2]1[CH:7]=[CH:6][C:5]([C:8]([NH:10][C:11]2[N:15]([CH3:16])[N:14]=[CH:13][C:12]=2[C:17]([NH:19][CH2:20][C@@H:21]2[CH2:25][CH2:24][N:23]([C:26]([CH:28]3[CH2:30][CH2:29]3)=[O:27])[CH2:22]2)=[O:18])=O)=[CH:4][CH:3]=1. (4) The reactants are: [CH3:1][O:2][C:3]([C:5]1[C:14]2[CH2:13][CH2:12][CH2:11][CH2:10][C:9]=2[CH:8]=[CH:7][C:6]=1[NH:15][S:16]([C:19]1[CH:24]=[CH:23][CH:22]=[CH:21][C:20]=1[NH:25][CH2:26][CH:27]1[CH2:32][CH2:31][N:30](C(OC(C)(C)C)=O)[CH2:29][CH2:28]1)(=[O:18])=[O:17])=[O:4].C(O)(C(F)(F)F)=O. Given the product [NH:30]1[CH2:31][CH2:32][CH:27]([CH2:26][NH:25][C:20]2[CH:21]=[CH:22][CH:23]=[CH:24][C:19]=2[S:16]([NH:15][C:6]2[CH:7]=[CH:8][C:9]3[CH2:10][CH2:11][CH2:12][CH2:13][C:14]=3[C:5]=2[C:3]([O:2][CH3:1])=[O:4])(=[O:17])=[O:18])[CH2:28][CH2:29]1, predict the reactants needed to synthesize it.